This data is from Catalyst prediction with 721,799 reactions and 888 catalyst types from USPTO. The task is: Predict which catalyst facilitates the given reaction. (1) Reactant: [Cl:1][C:2]1[CH:7]=[C:6]([C:8]2[CH:13]=[N:12][CH:11]=[C:10]([CH3:14])[N:9]=2)[CH:5]=[CH:4][C:3]=1[C:15]1[C:26](=[O:27])[N:25]([CH2:28][CH2:29][C@H:30]2[CH2:34][O:33][C:32]([CH3:36])([CH3:35])[O:31]2)[C:18]2[N:19]=[C:20]([S:23][CH3:24])[N:21]=[CH:22][C:17]=2[CH:16]=1.C1C=C(Cl)C=C(C(OO)=[O:45])C=1.C([O-])(O)=O.[Na+]. Product: [Cl:1][C:2]1[CH:7]=[C:6]([C:8]2[CH:13]=[N:12][CH:11]=[C:10]([CH3:14])[N:9]=2)[CH:5]=[CH:4][C:3]=1[C:15]1[C:26](=[O:27])[N:25]([CH2:28][CH2:29][C@H:30]2[CH2:34][O:33][C:32]([CH3:36])([CH3:35])[O:31]2)[C:18]2[N:19]=[C:20]([S:23]([CH3:24])=[O:45])[N:21]=[CH:22][C:17]=2[CH:16]=1. The catalyst class is: 2. (2) Reactant: [F:1][CH:2]([F:28])[C:3]1[CH:4]=[C:5]([N:9]2[C:14]3[CH2:15][CH2:16][C:17](=[O:18])[C:13]=3[CH:12]([C:19]3[CH:26]=[CH:25][C:22]([C:23]#[N:24])=[CH:21][CH:20]=3)[NH:11][C:10]2=[O:27])[CH:6]=[CH:7][CH:8]=1.[H-].[Na+].[CH3:31][S:32](Cl)(=[O:34])=[O:33]. Product: [F:28][CH:2]([F:1])[C:3]1[CH:4]=[C:5]([N:9]2[C:14]3[CH2:15][CH2:16][C:17](=[O:18])[C:13]=3[CH:12]([C:19]3[CH:20]=[CH:21][C:22]([C:23]#[N:24])=[CH:25][CH:26]=3)[N:11]([S:32]([CH3:31])(=[O:34])=[O:33])[C:10]2=[O:27])[CH:6]=[CH:7][CH:8]=1. The catalyst class is: 30.